Task: Predict the reactants needed to synthesize the given product.. Dataset: Full USPTO retrosynthesis dataset with 1.9M reactions from patents (1976-2016) (1) Given the product [F:1][C:2]1[CH:3]=[C:4]([CH:40]=[CH:41][CH:42]=1)[CH2:5][N:6]1[C:14]2[C:9](=[CH:10][C:11]([NH:15][C:16]3[C:21]4=[C:22]([CH2:25][N:26]5[CH2:27][CH2:28][CH:29]([NH:32][C:33](=[O:34])[CH2:35][OH:36])[CH2:30][CH2:31]5)[CH:23]=[CH:24][N:20]4[N:19]=[CH:18][N:17]=3)=[CH:12][CH:13]=2)[CH:8]=[N:7]1, predict the reactants needed to synthesize it. The reactants are: [F:1][C:2]1[CH:3]=[C:4]([CH:40]=[CH:41][CH:42]=1)[CH2:5][N:6]1[C:14]2[C:9](=[CH:10][C:11]([NH:15][C:16]3[C:21]4=[C:22]([CH2:25][N:26]5[CH2:31][CH2:30][CH:29]([NH:32][C:33]([CH2:35][O:36]C(=O)C)=[O:34])[CH2:28][CH2:27]5)[CH:23]=[CH:24][N:20]4[N:19]=[CH:18][N:17]=3)=[CH:12][CH:13]=2)[CH:8]=[N:7]1.[OH-].[Na+]. (2) Given the product [Cl-:20].[Br:1][C:2]1[CH:7]=[CH:6][N:5]2[N:8]=[C:9]([C:11]3[CH:12]=[CH:13][C:14]([O:17][CH3:18])=[CH:15][CH:16]=3)[C:10]([CH:21]=[N+:22]([CH3:24])[CH3:23])=[C:4]2[CH:3]=1, predict the reactants needed to synthesize it. The reactants are: [Br:1][C:2]1[CH:7]=[CH:6][N:5]2[N:8]=[C:9]([C:11]3[CH:16]=[CH:15][C:14]([O:17][CH3:18])=[CH:13][CH:12]=3)[CH:10]=[C:4]2[CH:3]=1.[Cl-].[Cl:20][CH:21]=[N+:22]([CH3:24])[CH3:23]. (3) The reactants are: NC1C=CC(C)=C(NC2O[C:11]([C:14]3[CH:21]=[CH:20][C:17]([C:18]#[N:19])=[CH:16][CH:15]=3)=[CH:12][N:13]=2)C=1.[CH3:23][C:24]1[CH:29]=[CH:28][C:27]([N+:30]([O-:32])=[O:31])=[CH:26][C:25]=1[NH:33][C:34](=[O:36])C.NC1C=CC(C)=C(NC(=O)C)C=1. Given the product [CH3:23][C:24]1[CH:29]=[CH:28][C:27]([N+:30]([O-:32])=[O:31])=[CH:26][C:25]=1[NH:33][C:34]1[O:36][C:11]([C:14]2[CH:21]=[CH:20][C:17]([C:18]#[N:19])=[CH:16][CH:15]=2)=[CH:12][N:13]=1, predict the reactants needed to synthesize it. (4) Given the product [CH3:20][C:21]1[CH:22]=[C:23]([CH:26]=[CH:27][CH:28]=1)[CH2:24][O:18][C:15]1[CH:14]=[CH:13][C:12]([CH2:11][NH:10][C:8](=[O:9])[C:7]2[CH:6]=[CH:5][CH:4]=[N:3][C:2]=2[NH2:1])=[CH:17][CH:16]=1, predict the reactants needed to synthesize it. The reactants are: [NH2:1][C:2]1[C:7]([C:8]([NH:10][CH2:11][C:12]2[CH:17]=[CH:16][C:15]([O-:18])=[CH:14][CH:13]=2)=[O:9])=[CH:6][CH:5]=[CH:4][N:3]=1.[Na+].[CH3:20][C:21]1[CH:22]=[C:23]([CH:26]=[CH:27][CH:28]=1)[CH2:24]Cl.C(=O)([O-])[O-].[Cs+].[Cs+].CN(C=O)C.